This data is from M1 muscarinic receptor antagonist screen with 61,756 compounds. The task is: Binary Classification. Given a drug SMILES string, predict its activity (active/inactive) in a high-throughput screening assay against a specified biological target. The result is 0 (inactive). The molecule is s1c(nnc1NC(=O)c1cc(OC)c(OC)c(OC)c1)CCOCC.